The task is: Predict the product of the given reaction.. This data is from Forward reaction prediction with 1.9M reactions from USPTO patents (1976-2016). (1) Given the reactants [Cl:1][CH2:2][CH2:3][O:4][C:5]1[CH:6]=[C:7]([CH2:11][C:12]([O:14]C)=[O:13])[CH:8]=[CH:9][CH:10]=1.[OH-].[Na+].Cl, predict the reaction product. The product is: [Cl:1][CH2:2][CH2:3][O:4][C:5]1[CH:6]=[C:7]([CH2:11][C:12]([OH:14])=[O:13])[CH:8]=[CH:9][CH:10]=1. (2) Given the reactants [OH:1][CH2:2][C:3]([C:6]1[CH:10]=[C:9]([NH:11][C:12](=[O:28])[C:13]([S:16]([CH2:19][CH:20]2[CH2:25][CH2:24][CH:23]([O:26][CH3:27])[CH2:22][CH2:21]2)(=[O:18])=[O:17])([CH3:15])[CH3:14])[O:8][N:7]=1)([CH3:5])[CH3:4].[C:29]([Si:33](Cl)([C:40]1[CH:45]=[CH:44][CH:43]=[CH:42][CH:41]=1)[C:34]1[CH:39]=[CH:38][CH:37]=[CH:36][CH:35]=1)([CH3:32])([CH3:31])[CH3:30], predict the reaction product. The product is: [C:29]([Si:33]([C:40]1[CH:45]=[CH:44][CH:43]=[CH:42][CH:41]=1)([C:34]1[CH:35]=[CH:36][CH:37]=[CH:38][CH:39]=1)[O:1][CH2:2][C:3]([C:6]1[CH:10]=[C:9]([NH:11][C:12](=[O:28])[C:13]([S:16]([CH2:19][CH:20]2[CH2:21][CH2:22][CH:23]([O:26][CH3:27])[CH2:24][CH2:25]2)(=[O:18])=[O:17])([CH3:15])[CH3:14])[O:8][N:7]=1)([CH3:4])[CH3:5])([CH3:32])([CH3:30])[CH3:31].